From a dataset of Full USPTO retrosynthesis dataset with 1.9M reactions from patents (1976-2016). Predict the reactants needed to synthesize the given product. (1) Given the product [O:1]=[C:2]1[NH:7][C:6](=[O:8])[CH:5]=[CH:4][N:3]1[CH:9]1[CH:10]([O:32][C:33](=[O:35])[CH3:34])[CH:11]([OH:18])[CH:12]([CH2:13][OH:14])[O:31]1, predict the reactants needed to synthesize it. The reactants are: [O:1]=[C:2]1[NH:7][C:6](=[O:8])[CH:5]=[CH:4][N:3]1[CH:9]1[O:31][CH:12]2[CH2:13][O:14][Si](C(C)C)(C(C)C)O[Si](C(C)C)(C(C)C)[O:18][CH:11]2[CH:10]1[O:32][C:33](=[O:35])[CH3:34].C(N(CC)CC)C.F.F.F.C(N(CC)CC)C. (2) Given the product [CH3:8][O:9][CH2:10][CH2:11][N:12]1[CH:6]([C:2]2[S:1][CH:5]=[CH:4][CH:3]=2)[CH:14]([C:13]([NH:38][C:35]2[CH:36]=[N:37][C:32]([O:25][C:26]3[CH:31]=[CH:30][CH:29]=[CH:28][CH:27]=3)=[CH:33][CH:34]=2)=[O:24])[C:15]2[C:16](=[CH:20][CH:21]=[CH:22][CH:23]=2)[C:17]1=[O:19], predict the reactants needed to synthesize it. The reactants are: [S:1]1[CH:5]=[CH:4][CH:3]=[C:2]1[CH:6]=O.[CH3:8][O:9][CH2:10][CH2:11][NH2:12].[C:13]1(=[O:24])[O:19][C:17](=O)[C:16]2=[CH:20][CH:21]=[CH:22][CH:23]=[C:15]2[CH2:14]1.[O:25]([C:32]1[N:37]=[CH:36][C:35]([NH2:38])=[CH:34][CH:33]=1)[C:26]1[CH:31]=[CH:30][CH:29]=[CH:28][CH:27]=1.